Dataset: Forward reaction prediction with 1.9M reactions from USPTO patents (1976-2016). Task: Predict the product of the given reaction. (1) Given the reactants C(=O)([O-])[O-].[Na+].[Na+].C([O-])(=O)C.[K+].Cl[C:13]1[N:14]=[C:15]([N:27]2[CH2:32][CH2:31][O:30][CH2:29][C@@H:28]2[CH3:33])[C:16]2[CH2:21][O:20][C:19]([CH2:23][CH2:24][O:25][CH3:26])([CH3:22])[C:17]=2[N:18]=1.CC1(C)C(C)(C)OB([C:42]2[CH:43]=[CH:44][C:45]3[O:49][C:48]([NH2:50])=[N:47][C:46]=3[CH:51]=2)O1.C(#N)C.O, predict the reaction product. The product is: [CH3:26][O:25][CH2:24][CH2:23][C:19]1([CH3:22])[C:17]2[N:18]=[C:13]([C:42]3[CH:43]=[CH:44][C:45]4[O:49][C:48]([NH2:50])=[N:47][C:46]=4[CH:51]=3)[N:14]=[C:15]([N:27]3[CH2:32][CH2:31][O:30][CH2:29][C@@H:28]3[CH3:33])[C:16]=2[CH2:21][O:20]1. (2) Given the reactants [Cl:1][C:2]1[C:7]([Cl:8])=[CH:6][CH:5]=[CH:4][C:3]=1[N:9]=[C:10]=O.[CH:12]1([CH2:18][NH2:19])[CH2:17][CH2:16][CH2:15][CH2:14][CH2:13]1.[N-:20]=[N+:21]=[N-:22].[Na+].C(N(CC)CC)C, predict the reaction product. The product is: [CH:12]1([CH2:18][NH:19][C:10]2[N:9]([C:3]3[CH:4]=[CH:5][CH:6]=[C:7]([Cl:8])[C:2]=3[Cl:1])[N:22]=[N:21][N:20]=2)[CH2:17][CH2:16][CH2:15][CH2:14][CH2:13]1. (3) Given the reactants C([S@@](N)=O)(C)(C)C.[C:8]1([C@@H:14]([O:28][S@@:29]([C:31]([CH3:34])([CH3:33])[CH3:32])=[O:30])[C@@H:15]([NH:17][S:18]([C:21]2[CH:26]=[CH:25][C:24]([CH3:27])=[CH:23][CH:22]=2)(=[O:20])=[O:19])[CH3:16])[CH:13]=[CH:12][CH:11]=[CH:10][CH:9]=1, predict the reaction product. The product is: [C:8]1([C@H:14]([O:28][S@:29]([C:31]([CH3:32])([CH3:34])[CH3:33])=[O:30])[C@H:15]([NH:17][S:18]([C:21]2[CH:22]=[CH:23][C:24]([CH3:27])=[CH:25][CH:26]=2)(=[O:19])=[O:20])[CH3:16])[CH:9]=[CH:10][CH:11]=[CH:12][CH:13]=1. (4) The product is: [Cl:1][C:2]1[CH:3]=[C:4]([CH:20]=[CH:21][CH:22]=1)[CH2:5][NH:6][C:7]([C:8]1[CH:13]=[CH:12][C:11]2[C:10]([CH:9]=1)=[N:16][N:28]([CH2:27][CH:26]([N:25]([CH2:35][CH3:36])[CH2:23][CH3:24])[C:29]1[CH:30]=[CH:31][CH:32]=[CH:33][CH:34]=1)[CH:14]=2)=[O:19]. Given the reactants [Cl:1][C:2]1[CH:3]=[C:4]([CH:20]=[CH:21][CH:22]=1)[CH2:5][NH:6][C:7](=[O:19])[C:8]1[CH:13]=[CH:12][C:11]([CH:14]=O)=[C:10]([N+:16]([O-])=O)[CH:9]=1.[CH2:23]([N:25]([CH2:35][CH3:36])[CH:26]([C:29]1[CH:34]=[CH:33][CH:32]=[CH:31][CH:30]=1)[CH2:27][NH2:28])[CH3:24].N1C2C(=CC=CC=2)C=N1, predict the reaction product. (5) Given the reactants [NH2:1][C:2]1[CH:13]=[CH:12][C:5]2[N:6]([CH3:11])[C:7](=[O:10])[N:8]([CH3:9])[C:4]=2[CH:3]=1.[Br:14]Br, predict the reaction product. The product is: [NH2:1][C:2]1[C:13]([Br:14])=[CH:12][C:5]2[N:6]([CH3:11])[C:7](=[O:10])[N:8]([CH3:9])[C:4]=2[CH:3]=1. (6) The product is: [C:1]([O:5][C:6]([NH:8][C@@H:9]([C:14]([NH:28][C@H:27]([C:26]([O:25][CH2:18][C:19]1[CH:20]=[CH:21][CH:22]=[CH:23][CH:24]=1)=[O:34])[CH2:29][C:30]([CH3:33])([CH3:32])[CH3:31])=[O:16])[CH2:10][CH:11]([CH3:12])[CH3:13])=[O:7])([CH3:2])([CH3:3])[CH3:4]. Given the reactants [C:1]([O:5][C:6]([NH:8][C@@H:9]([C:14]([OH:16])=O)[CH2:10][CH:11]([CH3:13])[CH3:12])=[O:7])([CH3:4])([CH3:3])[CH3:2].Cl.[CH2:18]([O:25][C:26](=[O:34])[C@H:27]([CH2:29][C:30]([CH3:33])([CH3:32])[CH3:31])[NH2:28])[C:19]1[CH:24]=[CH:23][CH:22]=[CH:21][CH:20]=1, predict the reaction product. (7) Given the reactants [CH:1]1([N:5]2[CH2:10][CH2:9][CH:8]([O:11][C:12]3[CH:19]=[CH:18][C:15]([C:16]#[N:17])=[CH:14][CH:13]=3)[CH2:7][CH2:6]2)[CH2:4][CH2:3][CH2:2]1.[H-].[Al+3].[Li+].[H-].[H-].[H-], predict the reaction product. The product is: [CH:1]1([N:5]2[CH2:6][CH2:7][CH:8]([O:11][C:12]3[CH:13]=[CH:14][C:15]([CH2:16][NH2:17])=[CH:18][CH:19]=3)[CH2:9][CH2:10]2)[CH2:4][CH2:3][CH2:2]1.